Dataset: Catalyst prediction with 721,799 reactions and 888 catalyst types from USPTO. Task: Predict which catalyst facilitates the given reaction. (1) Reactant: Br[C:2]1[N:7]=[C:6](Br)[CH:5]=[C:4]([Br:9])[N:3]=1.[N:10]1[C:19]2[C:14](=[CH:15][CH:16]=[CH:17][CH:18]=2)[CH:13]=[C:12]([NH2:20])[CH:11]=1.CCN(C(C)C)C(C)C.[NH:30]1[CH2:35][CH2:34][O:33][CH2:32][CH2:31]1. Product: [Br:9][C:4]1[N:3]=[C:2]([N:30]2[CH2:35][CH2:34][O:33][CH2:32][CH2:31]2)[N:7]=[C:6]([NH:20][C:12]2[CH:11]=[N:10][C:19]3[C:14]([CH:13]=2)=[CH:15][CH:16]=[CH:17][CH:18]=3)[CH:5]=1. The catalyst class is: 10. (2) Product: [Si:22]([O:21][C@H:19]1[C:18](=[CH2:29])[C@H:17]([O:30][Si:31]([C:34]([CH3:37])([CH3:36])[CH3:35])([CH3:33])[CH3:32])[CH2:16][C:15]([CH2:13][OH:12])([OH:38])[CH2:20]1)([C:25]([CH3:27])([CH3:28])[CH3:26])([CH3:24])[CH3:23]. The catalyst class is: 28. Reactant: [H-].C([Al+]CC(C)C)C(C)C.C[O:12][C:13]([C:15]1([OH:38])[CH2:20][C@@H:19]([O:21][Si:22]([C:25]([CH3:28])([CH3:27])[CH3:26])([CH3:24])[CH3:23])[C:18](=[CH2:29])[C@H:17]([O:30][Si:31]([C:34]([CH3:37])([CH3:36])[CH3:35])([CH3:33])[CH3:32])[CH2:16]1)=O. (3) Product: [CH:24]1([N:23]2[C:4]3[C:5](=[CH:6][C:7]([F:18])=[C:8]([N:9]4[CH2:10][C@H:11]5[C@H:16]([NH:15][CH2:14][CH2:13][CH2:12]5)[CH2:17]4)[C:3]=3[O:2][CH3:1])[C:19](=[O:20])[C:21]([C:27]([O:29][CH3:30])=[O:28])=[CH:22]2)[CH2:26][CH2:25]1. Reactant: [CH3:1][O:2][C:3]1[C:8]([N:9]2[CH2:17][C@@H:16]3[C@@H:11]([CH2:12][CH2:13][CH2:14][NH:15]3)[CH2:10]2)=[C:7]([F:18])[CH:6]=[C:5]2[C:19]([C:21]([C:27]([OH:29])=[O:28])=[CH:22][N:23]([CH:24]3[CH2:26][CH2:25]3)[C:4]=12)=[O:20].[CH3:30]O. The catalyst class is: 65. (4) Reactant: [N+:1]([C:4]1[CH:11]=[CH:10][C:7]([CH2:8]Br)=[CH:6][CH:5]=1)([O-:3])=[O:2].[CH3:12][S:13]([O-:15])=[O:14].[Na+]. Product: [CH3:12][S:13]([CH2:8][C:7]1[CH:10]=[CH:11][C:4]([N+:1]([O-:3])=[O:2])=[CH:5][CH:6]=1)(=[O:15])=[O:14]. The catalyst class is: 3. (5) Reactant: [C:1]([O:5][C:6](=[O:15])[NH:7][C@H:8]1[CH2:13][CH2:12][C@H:11]([OH:14])[CH2:10][CH2:9]1)([CH3:4])([CH3:3])[CH3:2].C(N(CC)CC)C.[CH3:23][S:24](Cl)(=[O:26])=[O:25]. Product: [CH3:23][S:24]([O:14][C@H:11]1[CH2:10][CH2:9][C@H:8]([NH:7][C:6]([O:5][C:1]([CH3:4])([CH3:2])[CH3:3])=[O:15])[CH2:13][CH2:12]1)(=[O:26])=[O:25]. The catalyst class is: 2. (6) Reactant: Cl[C:2]1[N:3]=[CH:4][C:5]2[CH:10]=[C:9]([C:11]3[CH:16]=[CH:15][C:14]([CH3:17])=[CH:13][C:12]=3[Cl:18])[N:8]([CH2:19][C@@H:20]3[CH2:25][CH2:24][CH2:23][N:22]([C:26]([O:28][C:29]([CH3:32])([CH3:31])[CH3:30])=[O:27])[CH2:21]3)[C:6]=2[N:7]=1.[F:33][C:34]1[CH:35]=[C:36]([CH:39]=[CH:40][C:41]=1[F:42])[CH2:37][NH2:38].CCN(C(C)C)C(C)C. Product: [Cl:18][C:12]1[CH:13]=[C:14]([CH3:17])[CH:15]=[CH:16][C:11]=1[C:9]1[N:8]([CH2:19][C@@H:20]2[CH2:25][CH2:24][CH2:23][N:22]([C:26]([O:28][C:29]([CH3:30])([CH3:32])[CH3:31])=[O:27])[CH2:21]2)[C:6]2[N:7]=[C:2]([NH:38][CH2:37][C:36]3[CH:39]=[CH:40][C:41]([F:42])=[C:34]([F:33])[CH:35]=3)[N:3]=[CH:4][C:5]=2[CH:10]=1. The catalyst class is: 296.